Task: Predict the product of the given reaction.. Dataset: Forward reaction prediction with 1.9M reactions from USPTO patents (1976-2016) (1) The product is: [Cl:15][C:4]1[N:3]=[C:2]([NH:27][CH2:26][C:22]2[CH:21]=[C:20]3[C:25](=[CH:24][CH:23]=2)[N:16]=[CH:17][CH:18]=[CH:19]3)[C:7]([N+:8]([O-:10])=[O:9])=[C:6]([NH:11][C:12](=[O:14])[CH3:13])[CH:5]=1. Given the reactants Cl[C:2]1[C:7]([N+:8]([O-:10])=[O:9])=[C:6]([NH:11][C:12](=[O:14])[CH3:13])[CH:5]=[C:4]([Cl:15])[N:3]=1.[N:16]1[C:25]2[C:20](=[CH:21][C:22]([CH2:26][NH2:27])=[CH:23][CH:24]=2)[CH:19]=[CH:18][CH:17]=1.CCN(CC)CC, predict the reaction product. (2) Given the reactants C[O:2][C:3](=[O:25])[C:4]1[CH:9]=[CH:8][C:7]([O:10][CH2:11][C:12]2[C:13]([C:18]3[CH:23]=[CH:22][C:21]([F:24])=[CH:20][CH:19]=3)=[N:14][O:15][C:16]=2[CH3:17])=[N:6][CH:5]=1.COC(=O)C1C=CC(OCC2C(C3C=CC=C(F)C=3)=NOC=2C)=NC=1, predict the reaction product. The product is: [F:24][C:21]1[CH:20]=[CH:19][C:18]([C:13]2[C:12]([CH2:11][O:10][C:7]3[CH:8]=[CH:9][C:4]([C:3]([OH:25])=[O:2])=[CH:5][N:6]=3)=[C:16]([CH3:17])[O:15][N:14]=2)=[CH:23][CH:22]=1. (3) The product is: [Na+:54].[F:52][C:2]([F:1])([F:51])[C:3]1[CH:4]=[C:5]([CH:44]=[C:45]([C:47]([F:48])([F:49])[F:50])[CH:46]=1)[CH2:6][N:7]([CH2:21][C:22]1[CH:27]=[C:26]([O:28][C:29]([F:32])([F:31])[F:30])[CH:25]=[CH:24][C:23]=1[C:33]1[CH:38]=[C:37]([CH:39]([CH3:41])[CH3:40])[CH:36]=[CH:35][C:34]=1[O:42][CH3:43])[C:8]1[N:9]=[CH:10][C:11]([O:14][CH2:15][CH2:16][CH2:17][C:18]([O-:20])=[O:19])=[CH:12][N:13]=1. Given the reactants [F:1][C:2]([F:52])([F:51])[C:3]1[CH:4]=[C:5]([CH:44]=[C:45]([C:47]([F:50])([F:49])[F:48])[CH:46]=1)[CH2:6][N:7]([CH2:21][C:22]1[CH:27]=[C:26]([O:28][C:29]([F:32])([F:31])[F:30])[CH:25]=[CH:24][C:23]=1[C:33]1[CH:38]=[C:37]([CH:39]([CH3:41])[CH3:40])[CH:36]=[CH:35][C:34]=1[O:42][CH3:43])[C:8]1[N:13]=[CH:12][C:11]([O:14][CH2:15][CH2:16][CH2:17][C:18]([OH:20])=[O:19])=[CH:10][N:9]=1.[OH-].[Na+:54], predict the reaction product. (4) The product is: [F:1][C:2]([F:43])([F:42])[C:3]1[CH:4]=[C:5]([CH:35]=[C:36]([C:38]([F:41])([F:40])[F:39])[CH:37]=1)[CH2:6][N:7]([CH2:15][C:16]1[C:17]([N:27]([CH2:31][CH:32]2[CH2:34][CH2:33]2)[CH2:28][CH2:29][CH3:30])=[N:18][C:19]2[C:24]([CH:25]=1)=[CH:23][CH:22]=[CH:21][C:20]=2[CH3:26])[C:8]1[N:13]=[CH:12][C:11]([N:72]([CH3:71])[CH2:73][CH2:74][C:75]([O:77][C:78]([CH3:80])([CH3:79])[CH3:81])=[O:76])=[CH:10][N:9]=1. Given the reactants [F:1][C:2]([F:43])([F:42])[C:3]1[CH:4]=[C:5]([CH:35]=[C:36]([C:38]([F:41])([F:40])[F:39])[CH:37]=1)[CH2:6][N:7]([CH2:15][C:16]1[C:17]([N:27]([CH2:31][CH:32]2[CH2:34][CH2:33]2)[CH2:28][CH2:29][CH3:30])=[N:18][C:19]2[C:24]([CH:25]=1)=[CH:23][CH:22]=[CH:21][C:20]=2[CH3:26])[C:8]1[N:13]=[CH:12][C:11](Br)=[CH:10][N:9]=1.CC(C)([O-])C.[Na+].C(P(C(C)(C)C)C1C=CC=CC=1C1C=CC=CC=1)(C)(C)C.[CH3:71][NH:72][CH2:73][CH2:74][C:75]([O:77][C:78]([CH3:81])([CH3:80])[CH3:79])=[O:76], predict the reaction product. (5) The product is: [C:18]([C:4]1[CH:3]=[C:2]([NH:1][C:29]([O:31][C:32]2[CH:37]=[CH:36][CH:35]=[CH:34][CH:33]=2)=[O:30])[N:6]([C:7]2[CH:8]=[C:9]([CH:15]=[CH:16][CH:17]=2)[C:10]([O:12][CH2:13][CH3:14])=[O:11])[N:5]=1)([CH3:20])([CH3:19])[CH3:21]. Given the reactants [NH2:1][C:2]1[N:6]([C:7]2[CH:8]=[C:9]([CH:15]=[CH:16][CH:17]=2)[C:10]([O:12][CH2:13][CH3:14])=[O:11])[N:5]=[C:4]([C:18]([CH3:21])([CH3:20])[CH3:19])[CH:3]=1.C([O-])([O-])=O.[K+].[K+].Cl[C:29]([O:31][C:32]1[CH:37]=[CH:36][CH:35]=[CH:34][CH:33]=1)=[O:30], predict the reaction product. (6) Given the reactants [CH2:1]([N:8]([S:48]([CH2:51][CH2:52][CH2:53][Cl:54])(=[O:50])=[O:49])[C:9]([C:11]1[CH:19]=[C:18]2[C:14]([C:15]([CH:42]3[CH2:47][CH2:46][CH2:45][CH2:44][CH2:43]3)=[C:16]([C:36]3[CH:41]=[CH:40][CH:39]=[CH:38][CH:37]=3)[N:17]2[CH2:20][C:21]([N:23]([CH3:35])[CH2:24][CH2:25][N:26](C)[C:27](=O)OC(C)(C)C)=[O:22])=[CH:13][CH:12]=1)=[O:10])[C:2]1[CH:7]=[CH:6][CH:5]=[CH:4][CH:3]=1.C(O)(C(F)(F)F)=O, predict the reaction product. The product is: [ClH:54].[CH2:1]([N:8]([S:48]([CH2:51][CH2:52][CH2:53][Cl:54])(=[O:49])=[O:50])[C:9]([C:11]1[CH:19]=[C:18]2[C:14]([C:15]([CH:42]3[CH2:43][CH2:44][CH2:45][CH2:46][CH2:47]3)=[C:16]([C:36]3[CH:41]=[CH:40][CH:39]=[CH:38][CH:37]=3)[N:17]2[CH2:20][C:21]([N:23]([CH3:35])[CH2:24][CH2:25][NH:26][CH3:27])=[O:22])=[CH:13][CH:12]=1)=[O:10])[C:2]1[CH:7]=[CH:6][CH:5]=[CH:4][CH:3]=1. (7) Given the reactants [NH2:1][C:2]1[CH:3]=[N:4][C:5]2[C:10]([CH:11]=1)=[CH:9][CH:8]=[CH:7][CH:6]=2.N1C=CC=CC=1.[C:18](Cl)(=O)[O:19]C1C=CC([N+]([O-])=O)=CC=1.[Cl:31][C:32]1[CH:38]=[C:37]([O:39][C:40]2[C:41]3[N:48]([CH3:49])[CH:47]=[CH:46][C:42]=3[N:43]=[CH:44][N:45]=2)[CH:36]=[CH:35][C:33]=1[NH2:34], predict the reaction product. The product is: [Cl:31][C:32]1[CH:38]=[C:37]([O:39][C:40]2[C:41]3[N:48]([CH3:49])[CH:47]=[CH:46][C:42]=3[N:43]=[CH:44][N:45]=2)[CH:36]=[CH:35][C:33]=1[NH:34][C:18]([NH:1][C:2]1[CH:3]=[N:4][C:5]2[C:10]([CH:11]=1)=[CH:9][CH:8]=[CH:7][CH:6]=2)=[O:19]. (8) Given the reactants [F:1][C:2]1[CH:7]=[CH:6][C:5]([C:8]2[CH:13]=[CH:12][N:11]=[CH:10][C:9]=2[NH2:14])=[C:4]([CH3:15])[CH:3]=1.[C:16](O[C:16]([O:18][C:19]([CH3:22])([CH3:21])[CH3:20])=[O:17])([O:18][C:19]([CH3:22])([CH3:21])[CH3:20])=[O:17], predict the reaction product. The product is: [F:1][C:2]1[CH:7]=[CH:6][C:5]([C:8]2[CH:13]=[CH:12][N:11]=[CH:10][C:9]=2[NH:14][C:16](=[O:17])[O:18][C:19]([CH3:22])([CH3:21])[CH3:20])=[C:4]([CH3:15])[CH:3]=1. (9) Given the reactants [CH3:1][CH2:2][CH2:3][CH2:4][CH2:5][CH2:6][O:7][C:8](/[N:10]=[C:11](\[NH2:46])/[C:12]1[CH:13]=[CH:14][C:15]([NH:18][CH2:19][C:20]2[N:28]([CH3:29])[C:27]3[CH:26]=[CH:25][C:24]([C:30]([N:32]([C:40]4[CH:41]=[CH:42][CH:43]=[CH:44][N:45]=4)[CH2:33][CH2:34][C:35]([O:37][CH2:38][CH3:39])=[O:36])=[O:31])=[CH:23][C:22]=3[N:21]=2)=[CH:16][CH:17]=1)=[O:9].[CH3:47][S:48]([OH:51])(=[O:50])=[O:49], predict the reaction product. The product is: [CH3:1][CH2:2][CH2:3][CH2:4][CH2:5][CH2:6][O:7][C:8](/[N:10]=[C:11](\[NH2:46])/[C:12]1[CH:13]=[CH:14][C:15]([NH:18][CH2:19][C:20]2[N:28]([CH3:29])[C:27]3[CH:26]=[CH:25][C:24]([C:30]([N:32]([C:40]4[CH:41]=[CH:42][CH:43]=[CH:44][N:45]=4)[CH2:33][CH2:34][C:35]([O:37][CH2:38][CH3:39])=[O:36])=[O:31])=[CH:23][C:22]=3[N:21]=2)=[CH:16][CH:17]=1)=[O:9].[CH3:47][S:48]([OH:51])(=[O:50])=[O:49].